Task: Predict the reaction yield, written as a fraction of the theoretical maximum amount of product (1.0 means a 100% yield; for example, 0.34 means a 34% yield).. Dataset: Reaction yield outcomes from USPTO patents with 853,638 reactions The reactants are [O:1]1[CH2:6][CH2:5][CH2:4][CH2:3][CH:2]1[N:7]1[CH:11]=[C:10]([C:12]2[CH:13]=[C:14]3[C:18](=[CH:19][CH:20]=2)[N:17]([CH2:21][CH:22]2[CH2:27][CH:26]4[N:28](C(OCC5C=CC=CC=5)=O)[CH:23]2[CH2:24][CH2:25]4)[CH:16]=[CH:15]3)[CH:9]=[N:8]1.[H][H].C(OCC)(=O)C.CCCCCC. The catalyst is C(O)C.[Pd]. The product is [CH:23]12[NH:28][CH:26]([CH2:25][CH2:24]1)[CH2:27][CH:22]2[CH2:21][N:17]1[C:18]2[C:14](=[CH:13][C:12]([C:10]3[CH:9]=[N:8][N:7]([CH:2]4[CH2:3][CH2:4][CH2:5][CH2:6][O:1]4)[CH:11]=3)=[CH:20][CH:19]=2)[CH:15]=[CH:16]1. The yield is 0.440.